Dataset: Full USPTO retrosynthesis dataset with 1.9M reactions from patents (1976-2016). Task: Predict the reactants needed to synthesize the given product. (1) Given the product [F:1][C:2]1[CH:7]=[CH:6][C:5]([C:8]2([CH2:14][CH2:15][C:16]([Cl:22])=[O:18])[CH2:13][CH2:12][CH2:11][CH2:10][CH2:9]2)=[CH:4][CH:3]=1, predict the reactants needed to synthesize it. The reactants are: [F:1][C:2]1[CH:7]=[CH:6][C:5]([C:8]2([CH2:14][CH2:15][C:16]([OH:18])=O)[CH2:13][CH2:12][CH2:11][CH2:10][CH2:9]2)=[CH:4][CH:3]=1.C(Cl)(=O)C([Cl:22])=O. (2) Given the product [CH:18]1([C:2]2[CH:3]=[CH:4][C:5]([C:15]([OH:17])=[O:16])=[N:6][C:7]=2[O:8][CH:9]([CH3:14])[C:10]([F:13])([F:12])[F:11])[CH2:20][CH2:19]1, predict the reactants needed to synthesize it. The reactants are: Br[C:2]1[CH:3]=[CH:4][C:5]([C:15]([OH:17])=[O:16])=[N:6][C:7]=1[O:8][CH:9]([CH3:14])[C:10]([F:13])([F:12])[F:11].[CH:18]1([B-](F)(F)F)[CH2:20][CH2:19]1.[K+].C(=O)([O-])[O-].[Cs+].[Cs+].Cl. (3) Given the product [Cl:14][C:12]1[N:11]=[C:10]2[C:6]([N:7]=[CH:8][N:9]2[CH:15]2[CH2:19][CH2:18][CH2:17][CH2:16]2)=[C:5]([NH:4][CH2:3][CH2:2][NH:1][CH2:27][C:26]2[CH:29]=[CH:30][C:23]([Cl:22])=[C:24]([C:31]([F:34])([F:32])[F:33])[CH:25]=2)[N:13]=1, predict the reactants needed to synthesize it. The reactants are: [NH2:1][CH2:2][CH2:3][NH:4][C:5]1[N:13]=[C:12]([Cl:14])[N:11]=[C:10]2[C:6]=1[N:7]=[CH:8][N:9]2[CH:15]1[CH2:19][CH2:18][CH2:17][CH2:16]1.CO.[Cl:22][C:23]1[CH:30]=[CH:29][C:26]([CH:27]=O)=[CH:25][C:24]=1[C:31]([F:34])([F:33])[F:32].[BH3-]C#N.[Na+]. (4) Given the product [CH2:48]([O:51][C:52]([N:54]1[C:58]2[N:59]=[C:60]([N:88]3[CH2:89][CH2:90][O:91][CH2:92][CH2:93]3)[N:61]=[C:62]([C:63]3[CH:64]=[N:65][C:66]([NH2:69])=[N:67][CH:68]=3)[C:57]=2[CH2:56][CH2:55]1)=[O:53])[CH:49]=[CH2:50], predict the reactants needed to synthesize it. The reactants are: COC1C=CC(CN(CC2C=CC(OC)=CC=2)C2N=CC(C3C4CCNC=4N=C(N4CCOCC4)N=3)=CN=2)=CC=1.ClC(OCC=C)=O.[CH2:48]([O:51][C:52]([N:54]1[C:58]2[N:59]=[C:60]([N:88]3[CH2:93][CH2:92][O:91][CH2:90][CH2:89]3)[N:61]=[C:62]([C:63]3[CH:64]=[N:65][C:66]([N:69](CC4C=CC(OC)=CC=4)CC4C=CC(OC)=CC=4)=[N:67][CH:68]=3)[C:57]=2[CH2:56][CH2:55]1)=[O:53])[CH:49]=[CH2:50]. (5) Given the product [Cl:2][C:10]1[N:9]([C:19]2[CH:28]=[CH:27][CH:26]=[CH:25][C:20]=2[C:21]([O:23][CH3:24])=[O:22])[C:8](=[O:7])[C:17]2[C:12](=[CH:13][CH:14]=[CH:15][CH:16]=2)[N:11]=1, predict the reactants needed to synthesize it. The reactants are: P(Cl)(Cl)(Cl)(Cl)[Cl:2].[O:7]=[C:8]1[C:17]2[C:12](=[CH:13][CH:14]=[CH:15][CH:16]=2)[NH:11][C:10](=S)[N:9]1[C:19]1[CH:28]=[CH:27][CH:26]=[CH:25][C:20]=1[C:21]([O:23][CH3:24])=[O:22]. (6) The reactants are: [C:1]1([CH2:7][CH2:8][CH2:9][CH:10]([NH:20][C:21]([CH:23]2[CH2:28][CH2:27][CH2:26][CH2:25][NH:24]2)=[O:22])[CH2:11][CH2:12][CH2:13][C:14]2[CH:19]=[CH:18][CH:17]=[CH:16][CH:15]=2)[CH:6]=[CH:5][CH:4]=[CH:3][CH:2]=1.[C:29]([O:33][C:34]([N:36]1[CH2:41][CH2:40][CH2:39][CH2:38][CH:37]1[C:42](O)=[O:43])=[O:35])([CH3:32])([CH3:31])[CH3:30].C(N(CC)C(C)C)(C)C.C1CN([P+](ON2N=NC3C=CC=CC2=3)(N2CCCC2)N2CCCC2)CC1.F[P-](F)(F)(F)(F)F. Given the product [C:1]1([CH2:7][CH2:8][CH2:9][CH:10]([NH:20][C:21]([CH:23]2[CH2:28][CH2:27][CH2:26][CH2:25][N:24]2[C:42]([CH:37]2[CH2:38][CH2:39][CH2:40][CH2:41][N:36]2[C:34]([O:33][C:29]([CH3:32])([CH3:31])[CH3:30])=[O:35])=[O:43])=[O:22])[CH2:11][CH2:12][CH2:13][C:14]2[CH:19]=[CH:18][CH:17]=[CH:16][CH:15]=2)[CH:2]=[CH:3][CH:4]=[CH:5][CH:6]=1, predict the reactants needed to synthesize it. (7) Given the product [CH3:14][S:11]([C:7]1[CH:6]=[C:5]2[C:10]([C:2]([Sn:25]([CH2:27][CH2:28][CH2:29][CH3:30])([CH2:31][CH2:32][CH2:33][CH3:34])[CH2:21][CH2:22][CH2:23][CH3:24])=[N:3][N:4]2[CH3:15])=[CH:9][CH:8]=1)(=[O:13])=[O:12], predict the reactants needed to synthesize it. The reactants are: I[C:2]1[C:10]2[C:5](=[CH:6][C:7]([S:11]([CH3:14])(=[O:13])=[O:12])=[CH:8][CH:9]=2)[N:4]([CH3:15])[N:3]=1.C([Mg]Cl)(C)C.[CH2:21]([Sn:25]([CH2:31][CH2:32][CH2:33][CH3:34])([CH2:27][CH2:28][CH2:29][CH3:30])Cl)[CH2:22][CH2:23][CH3:24]. (8) Given the product [C:1]([O:4][C:5]1[CH:22]=[CH:21][C:8]2[N:9]=[C:10]([C:12]3[CH:17]=[CH:16][C:15]([NH2:18])=[CH:14][CH:13]=3)[S:11][C:7]=2[CH:6]=1)(=[O:3])[CH3:2], predict the reactants needed to synthesize it. The reactants are: [C:1]([O:4][C:5]1[CH:22]=[CH:21][C:8]2[N:9]=[C:10]([C:12]3[CH:17]=[CH:16][C:15]([N+:18]([O-])=O)=[CH:14][CH:13]=3)[S:11][C:7]=2[CH:6]=1)(=[O:3])[CH3:2].